Predict the reactants needed to synthesize the given product. From a dataset of Full USPTO retrosynthesis dataset with 1.9M reactions from patents (1976-2016). (1) Given the product [CH3:2][N:53]([CH3:52])[C:9]1([C:15]2[N:20]=[C:19]([C:21]([NH:23][CH2:24][C:25]3[CH:30]=[CH:29][C:28]([F:31])=[CH:27][C:26]=3[S:32]([CH3:35])(=[O:34])=[O:33])=[O:22])[C:18]([OH:36])=[C:17]([OH:37])[N:16]=2)[CH2:14][CH2:13][O:12][CH2:11][CH2:10]1, predict the reactants needed to synthesize it. The reactants are: F[C:2](F)(F)C(O)=O.N[C:9]1([C:15]2[N:20]=[C:19]([C:21]([NH:23][CH2:24][C:25]3[CH:30]=[CH:29][C:28]([F:31])=[CH:27][C:26]=3[S:32]([CH3:35])(=[O:34])=[O:33])=[O:22])[C:18]([OH:36])=[C:17]([OH:37])[N:16]=2)[CH2:14][CH2:13][O:12][CH2:11][CH2:10]1.C(N(CC)CC)C.C([O-])(=O)C.[Na+].C=O.[C:52]([BH3-])#[N:53].[Na+].FC(F)(F)C(O)=O. (2) Given the product [CH3:13][O:12][C:5]1[C:6]2[C:11](=[CH:10][CH:9]=[CH:8][CH:7]=2)[C:2]([C:27]2[CH:28]=[CH:29][C:24]([C:14]3[C:23]4[C:18](=[CH:19][CH:20]=[CH:21][CH:22]=4)[CH:17]=[CH:16][CH:15]=3)=[CH:25][CH:26]=2)=[CH:3][CH:4]=1, predict the reactants needed to synthesize it. The reactants are: Br[C:2]1[C:11]2[C:6](=[CH:7][CH:8]=[CH:9][CH:10]=2)[C:5]([O:12][CH3:13])=[CH:4][CH:3]=1.[C:14]1([C:24]2[CH:29]=[CH:28][C:27](B(O)O)=[CH:26][CH:25]=2)[C:23]2[C:18](=[CH:19][CH:20]=[CH:21][CH:22]=2)[CH:17]=[CH:16][CH:15]=1.C(=O)([O-])[O-].[K+].[K+].O. (3) The reactants are: CN(C(ON1N=NC2C=CC=NC1=2)=[N+](C)C)C.F[P-](F)(F)(F)(F)F.[CH3:25][NH:26][C:27]1[CH:28]=[CH:29][C:30]2[S:34][CH:33]=[N:32][C:31]=2[CH:35]=1.[C:36]([O:40][C:41]([NH:43][C@@H:44]([CH2:48][C:49]1[CH:54]=[CH:53][CH:52]=[CH:51][CH:50]=1)[C:45]([OH:47])=O)=[O:42])([CH3:39])([CH3:38])[CH3:37].CCN(C(C)C)C(C)C. Given the product [S:34]1[C:30]2[CH:29]=[CH:28][C:27]([N:26]([CH3:25])[C:45](=[O:47])[C@@H:44]([NH:43][C:41](=[O:42])[O:40][C:36]([CH3:37])([CH3:38])[CH3:39])[CH2:48][C:49]3[CH:54]=[CH:53][CH:52]=[CH:51][CH:50]=3)=[CH:35][C:31]=2[N:32]=[CH:33]1, predict the reactants needed to synthesize it. (4) Given the product [F:33][C:9]1[CH:8]=[C:7]([CH:4]2[CH2:3][CH2:2][O:1][CH2:6][CH2:5]2)[CH:12]=[CH:11][C:10]=1[N:13]1[CH:18]=[C:17]([O:19][CH3:20])[C:16](=[O:21])[C:15]([C:22]2[N:26]([C:27]3[CH:28]=[CH:29][CH:30]=[CH:31][CH:32]=3)[N:25]=[CH:24][CH:23]=2)=[N:14]1, predict the reactants needed to synthesize it. The reactants are: [O:1]1[CH2:6][CH:5]=[C:4]([C:7]2[CH:12]=[CH:11][C:10]([N:13]3[CH:18]=[C:17]([O:19][CH3:20])[C:16](=[O:21])[C:15]([C:22]4[N:26]([C:27]5[CH:32]=[CH:31][CH:30]=[CH:29][CH:28]=5)[N:25]=[CH:24][CH:23]=4)=[N:14]3)=[C:9]([F:33])[CH:8]=2)[CH2:3][CH2:2]1.C1COCC1. (5) Given the product [CH2:1]([O:8][C:9]1[CH:13]=[C:12](/[CH:14]=[CH:30]/[C:31]([O:33][CH2:34][CH3:35])=[O:32])[N:11]([C:16]2[CH:21]=[CH:20][CH:19]=[CH:18][CH:17]=2)[N:10]=1)[C:2]1[CH:7]=[CH:6][CH:5]=[CH:4][CH:3]=1, predict the reactants needed to synthesize it. The reactants are: [CH2:1]([O:8][C:9]1[CH:13]=[C:12]([CH:14]=O)[N:11]([C:16]2[CH:21]=[CH:20][CH:19]=[CH:18][CH:17]=2)[N:10]=1)[C:2]1[CH:7]=[CH:6][CH:5]=[CH:4][CH:3]=1.C(OP([CH2:30][C:31]([O:33][CH2:34][CH3:35])=[O:32])(OCC)=O)C.CN(C)C=O.[H-].[Na+]. (6) Given the product [C:27]([O:31][CH2:32][C:33]([O:11][C:8]([CH:4]1[CH2:5][CH2:6][CH2:7][C:2]([CH3:12])([CH3:1])[CH2:3]1)([CH3:10])[CH3:9])=[O:34])(=[O:30])[CH2:28][CH3:29], predict the reactants needed to synthesize it. The reactants are: [CH3:1][C:2]1([CH3:12])[CH2:7][CH2:6][CH2:5][CH:4]([C:8]([OH:11])([CH3:10])[CH3:9])[CH2:3]1.C[Mg]Cl.CC1(C)CCCC(C(=O)C)C1.[C:27]([O:31][CH2:32][C:33](O)=[O:34])(=[O:30])[CH2:28][CH3:29].C1(N=C=NC2CCCCC2)CCCCC1. (7) Given the product [F:40][C:37]1[CH:38]=[CH:39][C:34]([CH2:33][NH:32][CH2:16][C:12]2[CH:11]=[C:10]([C:7]3[CH:8]=[CH:9][C:4]([N+:1]([O-:3])=[O:2])=[CH:5][CH:6]=3)[CH:15]=[CH:14][CH:13]=2)=[CH:35][CH:36]=1, predict the reactants needed to synthesize it. The reactants are: [N+:1]([C:4]1[CH:9]=[CH:8][C:7]([C:10]2[CH:15]=[CH:14][CH:13]=[C:12]([CH:16]=O)[CH:11]=2)=[CH:6][CH:5]=1)([O-:3])=[O:2].ClC1C=CC(C2C=CC=C(C[NH:32][CH2:33][C:34]3[CH:39]=[CH:38][C:37]([F:40])=[CH:36][CH:35]=3)C=2)=CC=1. (8) Given the product [CH2:6]([O:5][C:1](=[O:4])[CH2:2][NH:13][C:12]1[CH:14]=[CH:15][C:9]([F:8])=[CH:10][C:11]=1[CH3:16])[CH3:7], predict the reactants needed to synthesize it. The reactants are: [C:1]([O:5][CH2:6][CH3:7])(=[O:4])[CH:2]=O.[F:8][C:9]1[CH:15]=[CH:14][C:12]([NH2:13])=[C:11]([CH3:16])[CH:10]=1. (9) Given the product [CH3:4][C:2]([Si:5]([CH3:24])([CH3:25])[O:6][CH2:7][C@@H:8]([N:11]1[C:16](=[O:17])[CH:15]=[N:14][C:13]2[CH:18]=[CH:19][C:20]([O:22][CH3:23])=[N:21][C:12]1=2)[CH2:9][OH:10])([CH3:1])[CH3:3], predict the reactants needed to synthesize it. The reactants are: [CH3:1][C:2]([Si:5]([CH3:25])([CH3:24])[O:6][CH2:7][C@@H:8]([N:11]1[C:16](=[O:17])[CH2:15][NH:14][C:13]2[CH:18]=[CH:19][C:20]([O:22][CH3:23])=[N:21][C:12]1=2)[CH2:9][OH:10])([CH3:4])[CH3:3]. (10) Given the product [NH2:1][C:2]1[N:3]=[C:4]([C:9]#[N:10])[C:5]([C:15]2[CH:16]=[CH:17][C:12]([Cl:11])=[CH:13][C:14]=2[F:21])=[N:6][CH:7]=1, predict the reactants needed to synthesize it. The reactants are: [NH2:1][C:2]1[N:3]=[C:4]([C:9]#[N:10])[C:5](Br)=[N:6][CH:7]=1.[Cl:11][C:12]1[CH:17]=[CH:16][C:15](B(O)O)=[C:14]([F:21])[CH:13]=1.C(Cl)Cl.C([O-])([O-])=O.[K+].[K+].